From a dataset of Catalyst prediction with 721,799 reactions and 888 catalyst types from USPTO. Predict which catalyst facilitates the given reaction. (1) Reactant: C(N(CC)CC)C.[C:8](OC(=O)C)(=[O:10])[CH3:9].[NH2:15][C:16]([CH3:22])([CH3:21])[CH2:17][C:18]([OH:20])=[O:19].CCOC(C)=O. Product: [C:8]([NH:15][C:16]([CH3:22])([CH3:21])[CH2:17][C:18]([OH:20])=[O:19])(=[O:10])[CH3:9]. The catalyst class is: 251. (2) Reactant: [CH:1]1[CH:2]=[C:3]([CH2:6][NH:7][C:8]2[N:16]=[CH:15][N:14]=[C:10]3[N:11]=[CH:12][NH:13][C:9]=23)[O:4][CH:5]=1.Br[CH2:18][CH2:19][Cl:20].C([O-])([O-])=O.[K+].[K+]. Product: [CH2:6]([NH:7][C:8]1[N:16]=[CH:15][N:14]=[C:10]2[C:9]=1[N:13]=[CH:12][N:11]2[CH2:18][CH2:19][Cl:20])[C:3]1[O:4][CH:5]=[CH:1][CH:2]=1. The catalyst class is: 16. (3) Reactant: [F:1][CH:2]([F:29])[N:3]1[CH:7]=[C:6]([N:8]2[C:16]3[CH:15]=[CH:14][C:13]([F:17])=[CH:12][C:11]=3[C:10]3[N:18](C4CCCCO4)[N:19]=[CH:20][C:9]2=3)[C:5]([CH2:27][OH:28])=[N:4]1.Cl.O1CCOCC1. Product: [F:29][CH:2]([F:1])[N:3]1[CH:7]=[C:6]([N:8]2[C:16]3[CH:15]=[CH:14][C:13]([F:17])=[CH:12][C:11]=3[C:10]3[NH:18][N:19]=[CH:20][C:9]2=3)[C:5]([CH2:27][OH:28])=[N:4]1. The catalyst class is: 12. (4) Reactant: [Br:1][C:2]1[C:8]([F:9])=[CH:7][C:5]([NH2:6])=[C:4]([C:10]#[C:11][Si](C)(C)C)[CH:3]=1. Product: [Br:1][C:2]1[CH:3]=[C:4]2[C:5](=[CH:7][C:8]=1[F:9])[NH:6][CH:11]=[CH:10]2. The catalyst class is: 3. (5) Reactant: [NH2:1][C:2]1[N:7]=[CH:6][N:5]=[C:4]2[N:8]([CH:27]3[CH2:32][CH2:31][N:30]([C:33]([O:35][CH2:36][C:37]4[CH:42]=[CH:41][CH:40]=[CH:39][CH:38]=4)=[O:34])[CH2:29][CH2:28]3)[N:9]=[C:10]([C:11]3[CH:16]=[CH:15][C:14]([NH:17]C(OC(C)(C)C)=O)=[C:13]([O:25][CH3:26])[CH:12]=3)[C:3]=12.FC(F)(F)C(O)=O. Product: [NH2:1][C:2]1[N:7]=[CH:6][N:5]=[C:4]2[N:8]([CH:27]3[CH2:32][CH2:31][N:30]([C:33]([O:35][CH2:36][C:37]4[CH:38]=[CH:39][CH:40]=[CH:41][CH:42]=4)=[O:34])[CH2:29][CH2:28]3)[N:9]=[C:10]([C:11]3[CH:16]=[CH:15][C:14]([NH2:17])=[C:13]([O:25][CH3:26])[CH:12]=3)[C:3]=12. The catalyst class is: 4. (6) Reactant: [N+](C1C=CC(C([O:10][C@@H:11]2[CH2:31][N:14]3[C:15](=[O:30])[CH2:16][CH2:17][N:18]([C:20]4[CH:25]=[CH:24][C:23]([C:26]([F:29])([F:28])[F:27])=[CH:22][N:21]=4)[CH2:19][C@@H:13]3[CH2:12]2)=O)=CC=1)([O-])=O.C(=O)([O-])[O-].[K+].[K+].C(OCC)(=O)C.CO. Product: [OH:10][C@@H:11]1[CH2:31][N:14]2[C:15](=[O:30])[CH2:16][CH2:17][N:18]([C:20]3[CH:25]=[CH:24][C:23]([C:26]([F:28])([F:29])[F:27])=[CH:22][N:21]=3)[CH2:19][C@@H:13]2[CH2:12]1. The catalyst class is: 5. (7) Reactant: [CH2:1]([N:5]1[C:13]2[C:8](=[CH:9][CH:10]=[C:11]([C:14]([O:16][CH3:17])=[O:15])[CH:12]=2)[CH:7]=[CH:6]1)[CH2:2][CH2:3][CH3:4].[Cl-].C([Al+]CC)C.[C:24](Cl)(=[O:26])[CH3:25]. Product: [C:24]([C:7]1[C:8]2[C:13](=[CH:12][C:11]([C:14]([O:16][CH3:17])=[O:15])=[CH:10][CH:9]=2)[N:5]([CH2:1][CH2:2][CH2:3][CH3:4])[CH:6]=1)(=[O:26])[CH3:25]. The catalyst class is: 4.